From a dataset of Retrosynthesis with 50K atom-mapped reactions and 10 reaction types from USPTO. Predict the reactants needed to synthesize the given product. (1) Given the product COC(=O)c1oc(-c2ccc(OCCCN3CCCC3C)cc2)nc1CNCc1ccccc1, predict the reactants needed to synthesize it. The reactants are: CC1CCCN1.COC(=O)c1oc(-c2ccc(OCCCCl)cc2)nc1CNCc1ccccc1. (2) Given the product CC=Cc1cccc(C(=O)OC)c1, predict the reactants needed to synthesize it. The reactants are: COC(=O)c1cccc(C=O)c1.C[Si](C)(C)[N-][Si](C)(C)C.